Dataset: Reaction yield outcomes from USPTO patents with 853,638 reactions. Task: Predict the reaction yield, written as a fraction of the theoretical maximum amount of product (1.0 means a 100% yield; for example, 0.34 means a 34% yield). (1) The reactants are C([N:8](CC1C=CC=CC=1)[CH:9]1[CH2:13][CH:12]([C:14]2[N:18]3[C:19]4[CH:25]=[CH:24][N:23]([CH2:26][O:27][CH2:28][CH2:29][Si:30]([CH3:33])([CH3:32])[CH3:31])[C:20]=4[N:21]=[CH:22][C:17]3=[N:16][CH:15]=2)[CH:11]([CH3:34])[CH2:10]1)C1C=CC=CC=1.[H][H]. The catalyst is C(O)C(F)(F)F.[OH-].[OH-].[Pd+2]. The product is [CH3:34][CH:11]1[CH:12]([C:14]2[N:18]3[C:19]4[CH:25]=[CH:24][N:23]([CH2:26][O:27][CH2:28][CH2:29][Si:30]([CH3:33])([CH3:32])[CH3:31])[C:20]=4[N:21]=[CH:22][C:17]3=[N:16][CH:15]=2)[CH2:13][CH:9]([NH2:8])[CH2:10]1. The yield is 0.980. (2) The reactants are Br[C:2]1[CH:8]=[CH:7][C:5]([NH2:6])=[CH:4][C:3]=1[CH3:9].[CH3:10][C:11]1([CH3:18])[C:15]([CH3:17])([CH3:16])[O:14][BH:13][O:12]1. The catalyst is Cl[Pd](Cl)([P](C1C=CC=CC=1)(C1C=CC=CC=1)C1C=CC=CC=1)[P](C1C=CC=CC=1)(C1C=CC=CC=1)C1C=CC=CC=1. The product is [CH3:9][C:3]1[CH:4]=[C:5]([NH2:6])[CH:7]=[CH:8][C:2]=1[B:13]1[O:14][C:15]([CH3:17])([CH3:16])[C:11]([CH3:18])([CH3:10])[O:12]1. The yield is 0.460. (3) The reactants are [CH3:1][NH:2][C:3]1[CH:8]=[CH:7][N:6]=[C:5]([NH2:9])[CH:4]=1.Br[CH2:11][C:12]([C:14]1[CH:19]=[C:18]([O:20][CH3:21])[CH:17]=[C:16]([O:22][CH3:23])[CH:15]=1)=O. No catalyst specified. The product is [CH3:23][O:22][C:16]1[CH:15]=[C:14]([C:12]2[N:9]=[C:5]3[CH:4]=[C:3]([NH:2][CH3:1])[CH:8]=[CH:7][N:6]3[CH:11]=2)[CH:19]=[C:18]([O:20][CH3:21])[CH:17]=1. The yield is 0.240. (4) The reactants are C(O[C:5](=[O:7])[CH3:6])(=O)C.C(N(CC)CC)C.[NH2:15][C:16]1[N:24]=[C:23]2[C:19]([NH:20][CH:21]=[N:22]2)=[C:18]([Cl:25])[N:17]=1. The catalyst is C1(C)C=CC=CC=1. The product is [C:5]([N:22]1[CH:21]=[N:20][C:19]2[C:23]1=[N:24][C:16]([NH2:15])=[N:17][C:18]=2[Cl:25])(=[O:7])[CH3:6]. The yield is 1.00. (5) The reactants are Cl[CH2:2][C:3]1[CH:8]=[CH:7][C:6]([C:9]2[S:17][C:16]3[C:11](=[N:12][CH:13]=[CH:14][C:15]=3[O:18][C:19]3[CH:24]=[CH:23][C:22]([N+:25]([O-:27])=[O:26])=[CH:21][C:20]=3[F:28])[CH:10]=2)=[CH:5][CH:4]=1.[CH2:29]([CH2:31][NH2:32])[OH:30]. The catalyst is COCCOC. The product is [F:28][C:20]1[CH:21]=[C:22]([N+:25]([O-:27])=[O:26])[CH:23]=[CH:24][C:19]=1[O:18][C:15]1[CH:14]=[CH:13][N:12]=[C:11]2[CH:10]=[C:9]([C:6]3[CH:5]=[CH:4][C:3]([CH2:2][NH:32][CH2:31][CH2:29][OH:30])=[CH:8][CH:7]=3)[S:17][C:16]=12. The yield is 0.410.